This data is from Forward reaction prediction with 1.9M reactions from USPTO patents (1976-2016). The task is: Predict the product of the given reaction. (1) Given the reactants [C:1]([O:5][C:6]([NH:8][CH2:9][CH2:10][CH2:11][OH:12])=[O:7])([CH3:4])([CH3:3])[CH3:2].C(N(CC)CC)C.[S:20](Cl)([C:23]1[CH:29]=[CH:28][C:26]([CH3:27])=[CH:25][CH:24]=1)(=[O:22])=[O:21], predict the reaction product. The product is: [S:20]([C:23]1[CH:29]=[CH:28][C:26]([CH3:27])=[CH:25][CH:24]=1)([O:12][CH2:11][CH2:10][CH2:9][NH:8][C:6]([O:5][C:1]([CH3:4])([CH3:3])[CH3:2])=[O:7])(=[O:22])=[O:21]. (2) Given the reactants [F:1][C:2]1[CH:21]=[CH:20][C:19]([F:22])=[CH:18][C:3]=1[CH2:4][N:5]1[CH2:10][C:9]([CH3:12])([CH3:11])[NH:8][C:7]2[N:13]=[CH:14][C:15](I)=[CH:16][C:6]1=2.[CH3:23][N:24]1[CH2:29][CH2:28][N:27]([C:30]([C:32]2[CH:37]=[CH:36][C:35](B3OC(C)(C)C(C)(C)O3)=[CH:34][CH:33]=2)=[O:31])[CH2:26][CH2:25]1, predict the reaction product. The product is: [F:1][C:2]1[CH:21]=[CH:20][C:19]([F:22])=[CH:18][C:3]=1[CH2:4][N:5]1[CH2:10][C:9]([CH3:12])([CH3:11])[NH:8][C:7]2[N:13]=[CH:14][C:15]([C:35]3[CH:34]=[CH:33][C:32]([C:30]([N:27]4[CH2:28][CH2:29][N:24]([CH3:23])[CH2:25][CH2:26]4)=[O:31])=[CH:37][CH:36]=3)=[CH:16][C:6]1=2. (3) The product is: [Br:14][C:15]1[CH:16]=[CH:17][C:18]2[O:19][CH2:20][C:21]3[CH:29]=[CH:28][CH:27]=[CH:26][C:22]=3[C:23](=[O:25])[C:30]=2[CH:31]=1. Given the reactants FC(F)(F)C(OC(=O)C(F)(F)F)=O.[Br:14][C:15]1[CH:31]=[CH:30][C:18]([O:19][CH2:20][C:21]2[CH:29]=[CH:28][CH:27]=[CH:26][C:22]=2[C:23]([OH:25])=O)=[CH:17][CH:16]=1.B(F)(F)F.CCOCC, predict the reaction product. (4) Given the reactants Cl[CH2:2][C:3]1[N:7]=[CH:6][O:5][N:4]=1.[Cl:8][C:9]1[CH:10]=[C:11]([OH:30])[CH:12]=[CH:13][C:14]=1[CH:15]([CH3:29])[C:16]([OH:28])([C:21]1[CH:26]=[N:25][C:24]([CH3:27])=[CH:23][N:22]=1)[C:17]([F:20])([F:19])[F:18], predict the reaction product. The product is: [Cl:8][C:9]1[CH:10]=[C:11]([O:30][CH2:2][C:3]2[N:7]=[CH:6][O:5][N:4]=2)[CH:12]=[CH:13][C:14]=1[CH:15]([CH3:29])[C:16]([C:21]1[CH:26]=[N:25][C:24]([CH3:27])=[CH:23][N:22]=1)([OH:28])[C:17]([F:18])([F:20])[F:19]. (5) Given the reactants [CH3:1][C:2]1[CH:7]=[CH:6][C:5]([S:8]([O:11][CH2:12][CH:13]2[CH2:17][C:16]3[C:18](Br)=[CH:19][CH:20]=[CH:21][C:15]=3[O:14]2)(=[O:10])=[O:9])=[CH:4][CH:3]=1.[CH3:23][C:24]1[CH:29]=[CH:28][CH:27]=[C:26]([CH3:30])[C:25]=1B(O)O.O.O.O.O.O.O.O.O.[OH-].[Ba+2].[OH-], predict the reaction product. The product is: [CH3:1][C:2]1[CH:7]=[CH:6][C:5]([S:8]([O:11][CH2:12][CH:13]2[CH2:17][C:16]3[C:18]([C:25]4[C:26]([CH3:30])=[CH:27][CH:28]=[CH:29][C:24]=4[CH3:23])=[CH:19][CH:20]=[CH:21][C:15]=3[O:14]2)(=[O:10])=[O:9])=[CH:4][CH:3]=1. (6) Given the reactants [N:1]1[N:2]([C:11]2[CH:16]=[CH:15][C:14]([N:17]3[CH2:21][CH2:20][O:19][C:18]3=[O:22])=[CH:13][CH:12]=2)[CH:3]=[C:4]2[CH2:10][CH2:9][NH:8][CH2:7][CH2:6][C:5]=12.[CH3:23][C:24]([CH3:26])=O.C(O[BH-](OC(=O)C)OC(=O)C)(=O)C.[Na+], predict the reaction product. The product is: [CH3:23][CH:24]([N:8]1[CH2:9][CH2:10][C:4]2=[CH:3][N:2]([C:11]3[CH:12]=[CH:13][C:14]([N:17]4[CH2:21][CH2:20][O:19][C:18]4=[O:22])=[CH:15][CH:16]=3)[N:1]=[C:5]2[CH2:6][CH2:7]1)[CH3:26]. (7) Given the reactants [CH3:1][O:2][C:3]1[CH:4]=[C:5]([CH:7]=[C:8]([O:12][CH3:13])[C:9]=1[O:10][CH3:11])[NH2:6].Cl[C:15]1[CH:20]=[C:19]([O:21][C:22]2[C:23]([C:29]3[CH:34]=[N:33][CH:32]=[CH:31][N:30]=3)=[N:24][C:25]([CH3:28])=[CH:26][CH:27]=2)[CH:18]=[CH:17][N:16]=1.CC1(C)C2C(=C(P(C3C=CC=CC=3)C3C=CC=CC=3)C=CC=2)OC2C(P(C3C=CC=CC=3)C3C=CC=CC=3)=CC=CC1=2.C([O-])([O-])=O.[Cs+].[Cs+], predict the reaction product. The product is: [CH3:28][C:25]1[N:24]=[C:23]([C:29]2[CH:34]=[N:33][CH:32]=[CH:31][N:30]=2)[C:22]([O:21][C:19]2[CH:20]=[CH:15][N:16]=[C:17]([NH:6][C:5]3[CH:7]=[C:8]([O:12][CH3:13])[C:9]([O:10][CH3:11])=[C:3]([O:2][CH3:1])[CH:4]=3)[CH:18]=2)=[CH:27][CH:26]=1.